This data is from Forward reaction prediction with 1.9M reactions from USPTO patents (1976-2016). The task is: Predict the product of the given reaction. (1) Given the reactants [NH2:1][C:2]1[C:7]2=[C:8]([C:30]3[CH:31]=[CH:32][C:33]4[C:37]([CH:38]=3)=[N:36][N:35]([CH2:39][C:40]3[CH:45]=[CH:44][CH:43]=[CH:42][CH:41]=3)[CH:34]=4)[CH:9]=[C:10]([C:11]3[CH:16]=[CH:15][C:14]([N:17]4[CH2:22][CH2:21][N:20](C(OC(C)(C)C)=O)[CH2:19][CH2:18]4)=[CH:13][CH:12]=3)[N:6]2[N:5]=[CH:4][N:3]=1.FC(F)(F)C(O)=O, predict the reaction product. The product is: [CH2:39]([N:35]1[CH:34]=[C:33]2[C:37]([CH:38]=[C:30]([C:8]3[CH:9]=[C:10]([C:11]4[CH:16]=[CH:15][C:14]([N:17]5[CH2:22][CH2:21][NH:20][CH2:19][CH2:18]5)=[CH:13][CH:12]=4)[N:6]4[C:7]=3[C:2]([NH2:1])=[N:3][CH:4]=[N:5]4)[CH:31]=[CH:32]2)=[N:36]1)[C:40]1[CH:45]=[CH:44][CH:43]=[CH:42][CH:41]=1. (2) Given the reactants [CH:1]1([N:4]([CH2:12][C:13]2[CH:18]=[C:17]([CH2:19][CH2:20][OH:21])[CH:16]=[C:15]([Cl:22])[C:14]=2[Cl:23])[C:5](=[O:11])[O:6][C:7]([CH3:10])([CH3:9])[CH3:8])[CH2:3][CH2:2]1.[H-].[Na+].I[CH3:27], predict the reaction product. The product is: [CH:1]1([N:4]([CH2:12][C:13]2[CH:18]=[C:17]([CH2:19][CH2:20][O:21][CH3:27])[CH:16]=[C:15]([Cl:22])[C:14]=2[Cl:23])[C:5](=[O:11])[O:6][C:7]([CH3:9])([CH3:10])[CH3:8])[CH2:3][CH2:2]1.